From a dataset of Reaction yield outcomes from USPTO patents with 853,638 reactions. Predict the reaction yield, written as a fraction of the theoretical maximum amount of product (1.0 means a 100% yield; for example, 0.34 means a 34% yield). (1) The reactants are [OH-].[Na+].[OH:3][C:4]1[CH:13]=[CH:12][C:11]([NH:14][C:15](=[O:40])[CH:16]([O:19][CH2:20][CH2:21][CH2:22][CH2:23]/[CH:24]=[CH:25]\[CH2:26]/[CH:27]=[CH:28]\[CH2:29]/[CH:30]=[CH:31]\[CH2:32]/[CH:33]=[CH:34]\[CH2:35]/[CH:36]=[CH:37]\[CH2:38][CH3:39])[CH2:17][CH3:18])=[CH:10][C:5]=1[C:6]([O:8]C)=[O:7].Cl. The catalyst is CO. The product is [OH:3][C:4]1[CH:13]=[CH:12][C:11]([NH:14][C:15](=[O:40])[CH:16]([O:19][CH2:20][CH2:21][CH2:22][CH2:23]/[CH:24]=[CH:25]\[CH2:26]/[CH:27]=[CH:28]\[CH2:29]/[CH:30]=[CH:31]\[CH2:32]/[CH:33]=[CH:34]\[CH2:35]/[CH:36]=[CH:37]\[CH2:38][CH3:39])[CH2:17][CH3:18])=[CH:10][C:5]=1[C:6]([OH:8])=[O:7]. The yield is 0.270. (2) The reactants are [NH2:1][C:2]1[CH:25]=[CH:24][C:5]([O:6][C:7]2[C:16]3[C:11](=[CH:12][C:13]([O:19][CH2:20][C@@H:21]4[CH2:23][O:22]4)=[C:14]([C:17]#[N:18])[CH:15]=3)[N:10]=[CH:9][CH:8]=2)=[CH:4][C:3]=1[Cl:26].[CH2:27]([NH:29][CH2:30][CH3:31])[CH3:28]. The catalyst is O1CCCC1. The product is [NH2:1][C:2]1[CH:25]=[CH:24][C:5]([O:6][C:7]2[C:16]3[C:11](=[CH:12][C:13]([O:19][CH2:20][C@@H:21]([OH:22])[CH2:23][N:29]([CH2:30][CH3:31])[CH2:27][CH3:28])=[C:14]([C:17]#[N:18])[CH:15]=3)[N:10]=[CH:9][CH:8]=2)=[CH:4][C:3]=1[Cl:26]. The yield is 0.911. (3) The reactants are F[C:2]1[N:7]2[CH:8]=[C:9]([CH2:11][N:12]3[C@@H:25]4[C@H:16]([CH2:17][CH2:18][C:19]5[C:24]4=[N:23][CH:22]=[CH:21][CH:20]=5)[CH2:15][CH2:14][CH2:13]3)[N:10]=[C:6]2[CH:5]=[CH:4][CH:3]=1.[CH3:26][N:27]1[CH2:32][CH2:31][NH:30][CH2:29][CH2:28]1. The catalyst is [Cl-].[Na+].O. The product is [CH3:26][N:27]1[CH2:32][CH2:31][N:30]([C:2]2[N:7]3[CH:8]=[C:9]([CH2:11][N:12]4[C@@H:25]5[C@H:16]([CH2:17][CH2:18][C:19]6[C:24]5=[N:23][CH:22]=[CH:21][CH:20]=6)[CH2:15][CH2:14][CH2:13]4)[N:10]=[C:6]3[CH:5]=[CH:4][CH:3]=2)[CH2:29][CH2:28]1. The yield is 0.0700. (4) The reactants are [CH3:1][O:2][C:3]1[N:8]=[CH:7][C:6]([CH:9]=O)=[C:5]([C:11]([F:14])([F:13])[F:12])[CH:4]=1.[CH3:15][O:16][C:17](=[O:38])[CH:18]=P(C1C=CC=CC=1)(C1C=CC=CC=1)C1C=CC=CC=1. The catalyst is C1(C)C=CC=CC=1.CCOC(C)=O.O. The product is [CH3:15][O:16][C:17](=[O:38])[CH:18]=[CH:9][C:6]1[CH:7]=[N:8][C:3]([O:2][CH3:1])=[CH:4][C:5]=1[C:11]([F:14])([F:13])[F:12]. The yield is 0.733. (5) The reactants are [CH3:1][O:2][C:3]1[C:4]([N:13]2[C:22]3[C:17](=[CH:18][C:19]([S:23](OC4C(F)=C(F)C(F)=C(F)C=4F)(=[O:25])=[O:24])=[CH:20][CH:21]=3)[CH:16]=[CH:15][C:14]2=[O:38])=[CH:5][C:6]2[C:11]([CH:12]=1)=[CH:10][CH:9]=[CH:8][CH:7]=2.[NH2:39][C:40]1[CH:44]=[CH:43][O:42][N:41]=1.C1COCC1.C[Si]([N-][Si](C)(C)C)(C)C.[Li+]. The catalyst is Cl.CCOC(C)=O. The product is [O:42]1[CH:43]=[CH:44][C:40]([NH:39][S:23]([C:19]2[CH:18]=[C:17]3[C:22](=[CH:21][CH:20]=2)[N:13]([C:4]2[C:3]([O:2][CH3:1])=[CH:12][C:11]4[C:6](=[CH:7][CH:8]=[CH:9][CH:10]=4)[CH:5]=2)[C:14](=[O:38])[CH:15]=[CH:16]3)(=[O:24])=[O:25])=[N:41]1. The yield is 0.860. (6) The reactants are [CH3:1][N:2]1[CH2:7][CH2:6][N:5]([C:8]2[CH:13]=[CH:12][C:11]([NH2:14])=[C:10]([C:15]3[S:16][CH:17]=[CH:18][C:19]=3[CH3:20])[CH:9]=2)[CH2:4][CH2:3]1.[C:21]([C:23]1[O:27][C:26]([C:28](Cl)=[O:29])=[CH:25][CH:24]=1)#[N:22].CCN(C(C)C)C(C)C. No catalyst specified. The product is [CH3:1][N:2]1[CH2:3][CH2:4][N:5]([C:8]2[CH:13]=[CH:12][C:11]([NH:14][C:28]([C:26]3[O:27][C:23]([C:21]#[N:22])=[CH:24][CH:25]=3)=[O:29])=[C:10]([C:15]3[S:16][CH:17]=[CH:18][C:19]=3[CH3:20])[CH:9]=2)[CH2:6][CH2:7]1. The yield is 0.360.